From a dataset of Full USPTO retrosynthesis dataset with 1.9M reactions from patents (1976-2016). Predict the reactants needed to synthesize the given product. Given the product [F:1][C:2]1[CH:3]=[C:4]2[C:9](=[CH:10][CH:11]=1)[N:8]=[C:7]([C:12]1[CH:17]=[CH:16][CH:15]=[CH:14][CH:13]=1)[CH:6]=[C:5]2[C:18]([NH:56][C:58]1[O:62][C:31]([C:32]2[O:54][CH:35]=[CH:34][CH:33]=2)=[N:36][N:37]=1)=[O:19], predict the reactants needed to synthesize it. The reactants are: [F:1][C:2]1[CH:3]=[C:4]2[C:9](=[CH:10][CH:11]=1)[N:8]=[C:7]([C:12]1[CH:17]=[CH:16][CH:15]=[CH:14][CH:13]=1)[CH:6]=[C:5]2[C:18](O)=[O:19].CN(C(ON1[N:37]=[N:36][C:31]2[CH:32]=[CH:33][CH:34]=[CH:35]C1=2)=[N+](C)C)C.F[P-](F)(F)(F)(F)F.C1C=CC2N([OH:54])N=NC=2C=1.C[N:56]([C:58]([O:62]N1N=NC2C=CC=NC1=2)=[N+](C)C)C.F[P-](F)(F)(F)(F)F.C1C=NC2N(O)N=NC=2C=1.